From a dataset of Forward reaction prediction with 1.9M reactions from USPTO patents (1976-2016). Predict the product of the given reaction. (1) Given the reactants C[O:2][C:3](=[O:35])[CH2:4][CH2:5][N:6]1[C:10]2[CH:11]=[CH:12][CH:13]=[CH:14][C:9]=2[N:8]([CH2:15][C:16]2[C:25]3[C:20](=[CH:21][C:22]([O:26][Si](C(C)(C)C)(C)C)=[CH:23][CH:24]=3)[CH:19]=[CH:18][CH:17]=2)[C:7]1=[O:34].O.[OH-].[Li+], predict the reaction product. The product is: [OH:26][C:22]1[CH:21]=[C:20]2[C:25](=[CH:24][CH:23]=1)[C:16]([CH2:15][N:8]1[C:9]3[CH:14]=[CH:13][CH:12]=[CH:11][C:10]=3[N:6]([CH2:5][CH2:4][C:3]([OH:35])=[O:2])[C:7]1=[O:34])=[CH:17][CH:18]=[CH:19]2. (2) Given the reactants [C:1]([C:5]1[CH:10]=[CH:9][C:8]([C:11]2[C:19]3[C:14](=[CH:15][CH:16]=[CH:17][CH:18]=3)[N:13]([CH2:20][C:21]3[CH:22]=[C:23]([C:28]4[CH:33]=[CH:32][C:31]([OH:34])=[CH:30][CH:29]=4)[CH:24]=[CH:25][C:26]=3[CH3:27])[C:12]=2[C:35]([O:37]CC)=[O:36])=[CH:7][CH:6]=1)([CH3:4])([CH3:3])[CH3:2].[OH-].[Na+].Cl, predict the reaction product. The product is: [CH3:4][C:1]([C:5]1[CH:6]=[CH:7][C:8]([C:11]2[C:19]3[C:14](=[CH:15][CH:16]=[CH:17][CH:18]=3)[N:13]([CH2:20][C:21]3[CH:22]=[C:23]([C:28]4[CH:33]=[CH:32][C:31]([OH:34])=[CH:30][CH:29]=4)[CH:24]=[CH:25][C:26]=3[CH3:27])[C:12]=2[C:35]([OH:37])=[O:36])=[CH:9][CH:10]=1)([CH3:2])[CH3:3]. (3) Given the reactants [CH3:1][C:2]1[CH:7]=[C:6]([O:8][CH3:9])[N:5]=[CH:4][C:3]=1[NH2:10].Cl[C:12]([O:14][CH2:15][CH3:16])=[O:13], predict the reaction product. The product is: [CH3:1][C:2]1[CH:7]=[C:6]([O:8][CH3:9])[N:5]=[CH:4][C:3]=1[NH:10][C:12](=[O:13])[O:14][CH2:15][CH3:16]. (4) The product is: [CH2:23]([N:22]([CH2:30][C:31]1[CH:36]=[CH:35][CH:34]=[CH:33][CH:32]=1)[S:21]([C:18]1[CH:17]=[CH:16][C:15]([N:14]([CH2:39][C:40]2[CH:45]=[CH:44][CH:43]=[CH:42][CH:41]=2)[CH:11]2[CH2:10][CH2:9][NH:8][CH2:13][CH2:12]2)=[CH:20][CH:19]=1)(=[O:38])=[O:37])[C:24]1[CH:29]=[CH:28][CH:27]=[CH:26][CH:25]=1. Given the reactants C(OC([N:8]1[CH2:13][CH2:12][CH:11]([NH:14][C:15]2[CH:20]=[CH:19][C:18]([S:21](=[O:38])(=[O:37])[N:22]([CH2:30][C:31]3[CH:36]=[CH:35][CH:34]=[CH:33][CH:32]=3)[CH2:23][C:24]3[CH:29]=[CH:28][CH:27]=[CH:26][CH:25]=3)=[CH:17][CH:16]=2)[CH2:10][CH2:9]1)=O)(C)(C)C.[CH2:39](Br)[C:40]1[CH:45]=[CH:44][CH:43]=[CH:42][CH:41]=1, predict the reaction product. (5) Given the reactants [OH:1][CH2:2][C:3]1[C:4](=[O:10])[S:5]/[C:6](=[CH:8]\[Br:9])/[CH:7]=1.[CH2:11]([O:13][Si:14]([O:24][CH2:25][CH3:26])([O:21][CH2:22][CH3:23])[CH2:15][CH2:16][CH2:17][N:18]=[C:19]=[O:20])[CH3:12], predict the reaction product. The product is: [CH2:22]([O:21][Si:14]([O:24][CH2:25][CH3:26])([O:13][CH2:11][CH3:12])[CH2:15][CH2:16][CH2:17][NH:18][C:19](=[O:20])[O:1][CH2:2][C:3]1[C:4](=[O:10])[S:5]/[C:6](=[CH:8]\[Br:9])/[CH:7]=1)[CH3:23]. (6) Given the reactants [NH2:1][C@@H:2]([C@@H:11]([OH:28])[C@@H:12]([NH:20][C:21]([O:23][C:24]([CH3:27])([CH3:26])[CH3:25])=[O:22])[CH2:13][C:14]1[CH:19]=[CH:18][CH:17]=[CH:16][CH:15]=1)[C:3]([NH:5][CH:6]([CH3:10])[CH2:7][CH2:8][CH3:9])=[O:4].[C:29]1([CH3:39])[CH:34]=CC(S(O)(=O)=O)=C[CH:30]=1.[O-]S([O-])(=O)=O.[Na+].[Na+], predict the reaction product. The product is: [CH2:13]([C@H:12]([NH:20][C:21](=[O:22])[O:23][C:24]([CH3:26])([CH3:25])[CH3:27])[C@H:11]([OH:28])[C@H:2]1[C:3](=[O:4])[N:5]([CH:6]([CH3:10])[CH2:7][CH2:8][CH3:9])[CH:30]([CH:29]([CH3:39])[CH3:34])[NH:1]1)[C:14]1[CH:19]=[CH:18][CH:17]=[CH:16][CH:15]=1.